Dataset: Full USPTO retrosynthesis dataset with 1.9M reactions from patents (1976-2016). Task: Predict the reactants needed to synthesize the given product. (1) The reactants are: Cl[C:2]1[N:3]=[C:4]([N:22]2[CH2:27][CH2:26][O:25][CH2:24][CH2:23]2)[C:5]2[N:10]=[C:9]([CH2:11][N:12]3[CH2:17][CH2:16][N:15]([S:18]([CH3:21])(=[O:20])=[O:19])[CH2:14][CH2:13]3)[S:8][C:6]=2[N:7]=1.[CH3:28][N:29]([CH3:45])[C:30]1[N:35]=[CH:34][C:33](B2OC(C)(C)C(C)(C)O2)=[CH:32][N:31]=1. Given the product [CH3:28][N:29]([CH3:45])[C:30]1[N:35]=[CH:34][C:33]([C:2]2[N:3]=[C:4]([N:22]3[CH2:27][CH2:26][O:25][CH2:24][CH2:23]3)[C:5]3[N:10]=[C:9]([CH2:11][N:12]4[CH2:17][CH2:16][N:15]([S:18]([CH3:21])(=[O:20])=[O:19])[CH2:14][CH2:13]4)[S:8][C:6]=3[N:7]=2)=[CH:32][N:31]=1, predict the reactants needed to synthesize it. (2) Given the product [NH2:8][C:7]1[N:22]=[C:20]([C:16]2[S:15][CH:19]=[CH:18][N:17]=2)[N:21]=[C:10]([OH:11])[CH:9]=1, predict the reactants needed to synthesize it. The reactants are: CC(C)([O-])C.[K+].[C:7]([CH2:9][C:10](OCC)=[O:11])#[N:8].[S:15]1[CH:19]=[CH:18][N:17]=[C:16]1[C:20]([NH2:22])=[NH:21]. (3) The reactants are: [NH2:1][C:2]1[NH:3][C:4](=[O:12])[C:5]2[CH:10]=[CH:9][N:8]([CH3:11])[C:6]=2[N:7]=1.[C:13](Cl)(=[O:18])[C:14]([CH3:17])([CH3:16])[CH3:15]. Given the product [CH3:15][C:14]([CH3:17])([CH3:16])[C:13]([NH:1][C:2]1[NH:3][C:4](=[O:12])[C:5]2[CH:10]=[CH:9][N:8]([CH3:11])[C:6]=2[N:7]=1)=[O:18], predict the reactants needed to synthesize it. (4) Given the product [Cl:14][C:15]1[CH:29]=[C:28]([CH2:30][CH2:31][N:33]2[C:41]3[C:36](=[CH:37][C:38]([C:42]4[CH:43]=[CH:44][C:45]([C:48]([F:49])([F:51])[F:50])=[CH:46][CH:47]=4)=[CH:39][CH:40]=3)[C:35]([CH3:53])([CH3:52])[CH2:34]2)[CH:27]=[CH:26][C:16]=1[O:17][CH2:18][C:19]([O:21][C:22]([CH3:25])([CH3:24])[CH3:23])=[O:20], predict the reactants needed to synthesize it. The reactants are: C1([SiH2]C2C=CC=CC=2)C=CC=CC=1.[Cl:14][C:15]1[CH:29]=[C:28]([CH2:30][C:31]([N:33]2[C:41]3[C:36](=[CH:37][C:38]([C:42]4[CH:47]=[CH:46][C:45]([C:48]([F:51])([F:50])[F:49])=[CH:44][CH:43]=4)=[CH:39][CH:40]=3)[C:35]([CH3:53])([CH3:52])[CH2:34]2)=O)[CH:27]=[CH:26][C:16]=1[O:17][CH2:18][C:19]([O:21][C:22]([CH3:25])([CH3:24])[CH3:23])=[O:20]. (5) Given the product [CH2:37]([O:36][C:34](=[O:35])[O:22][C:7]1[C:6]2([CH2:5][CH2:4][N:3]([N:2]([CH3:1])[CH3:25])[CH2:24][CH2:23]2)[N:10]([CH3:11])[C:9](=[O:12])[C:8]=1[C:13]1[C:18]([CH3:19])=[CH:17][C:16]([CH3:20])=[CH:15][C:14]=1[CH3:21])[CH3:38], predict the reactants needed to synthesize it. The reactants are: [CH3:1][N:2]([CH3:25])[N:3]1[CH2:24][CH2:23][C:6]2([N:10]([CH3:11])[C:9](=[O:12])[CH:8]([C:13]3[C:18]([CH3:19])=[CH:17][C:16]([CH3:20])=[CH:15][C:14]=3[CH3:21])[C:7]2=[O:22])[CH2:5][CH2:4]1.C(N(CC)CC)C.Cl[C:34]([O:36][CH2:37][CH3:38])=[O:35].O. (6) Given the product [C:1]([O:5][C:6]([N:8]1[CH2:9][CH2:10][C:11]([C:14]2[CH:19]=[CH:18][C:17]([I:20])=[CH:16][CH:15]=2)([CH2:21][NH:22][C:24]([O:26][CH2:27][CH:28]([CH3:30])[CH3:29])=[O:25])[CH2:12][CH2:13]1)=[O:7])([CH3:4])([CH3:3])[CH3:2], predict the reactants needed to synthesize it. The reactants are: [C:1]([O:5][C:6]([N:8]1[CH2:13][CH2:12][C:11]([CH2:21][NH2:22])([C:14]2[CH:19]=[CH:18][C:17]([I:20])=[CH:16][CH:15]=2)[CH2:10][CH2:9]1)=[O:7])([CH3:4])([CH3:3])[CH3:2].Cl[C:24]([O:26][CH2:27][CH:28]([CH3:30])[CH3:29])=[O:25].N1C=CC=CC=1. (7) Given the product [C:22]([N:14]1[CH2:15][CH2:16][C:7]2[C:6]3[CH:5]=[CH:4][C:3]([O:2][CH3:1])=[CH:11][C:10]=3[NH:9][C:8]=2[C:12]([C:17]([O:19][CH2:20][CH3:21])=[O:18])=[CH:13]1)(=[O:29])[C:23]1[CH:28]=[CH:27][CH:26]=[CH:25][CH:24]=1, predict the reactants needed to synthesize it. The reactants are: [CH3:1][O:2][C:3]1[CH:4]=[CH:5][C:6]2[C:7]3[CH2:16][CH2:15][NH:14][CH:13]=[C:12]([C:17]([O:19][CH2:20][CH3:21])=[O:18])[C:8]=3[NH:9][C:10]=2[CH:11]=1.[C:22](Cl)(=[O:29])[C:23]1[CH:28]=[CH:27][CH:26]=[CH:25][CH:24]=1.